Dataset: Peptide-MHC class I binding affinity with 185,985 pairs from IEDB/IMGT. Task: Regression. Given a peptide amino acid sequence and an MHC pseudo amino acid sequence, predict their binding affinity value. This is MHC class I binding data. The peptide sequence is RPDTRHLRV. The MHC is HLA-A11:01 with pseudo-sequence HLA-A11:01. The binding affinity (normalized) is 0.0127.